From a dataset of Full USPTO retrosynthesis dataset with 1.9M reactions from patents (1976-2016). Predict the reactants needed to synthesize the given product. The reactants are: [F:1][C:2]1[C:10]([CH:11]=[CH2:12])=[CH:9][CH:8]=[C:7]2[C:3]=1[CH2:4][O:5][C:6]2=[O:13].C1C=C(Cl)C=C(C(OO)=[O:22])C=1. Given the product [F:1][C:2]1[C:10]([CH:11]2[CH2:12][O:22]2)=[CH:9][CH:8]=[C:7]2[C:3]=1[CH2:4][O:5][C:6]2=[O:13], predict the reactants needed to synthesize it.